Dataset: Full USPTO retrosynthesis dataset with 1.9M reactions from patents (1976-2016). Task: Predict the reactants needed to synthesize the given product. (1) Given the product [F:1][C:2]1[C:7]([F:8])=[CH:6][CH:5]=[CH:4][C:3]=1[C:9]1[N:14]=[C:13]([N:15]2[CH2:20][CH2:19][NH:18][CH2:17][CH2:16]2)[CH:12]=[CH:11][N:10]=1, predict the reactants needed to synthesize it. The reactants are: [F:1][C:2]1[C:7]([F:8])=[CH:6][CH:5]=[CH:4][C:3]=1[C:9]1[N:14]=[C:13]([N:15]2[CH2:20][CH2:19][N:18](C(OC(C)(C)C)=O)[CH2:17][CH2:16]2)[CH:12]=[CH:11][N:10]=1.C(OCC)(=O)C.Cl. (2) Given the product [CH3:1][C:2]([C:6]1[CH:11]=[CH:10][C:9]([O:12][CH2:13][CH2:14][CH2:15][CH3:16])=[CH:8][CH:7]=1)([CH3:5])[CH:3]=[O:28], predict the reactants needed to synthesize it. The reactants are: [CH3:1][C:2]([C:6]1[CH:11]=[CH:10][C:9]([O:12][CH2:13][CH2:14][CH2:15][CH3:16])=[CH:8][CH:7]=1)([CH3:5])[C:3]#N.[H-].C([Al+]CC(C)C)C(C)C.S(=O)(=O)(O)[OH:28].O. (3) Given the product [NH2:21][C:4]1[C:3]([O:2][CH3:1])=[CH:8][C:7]([C:9]([N:11]2[CH2:12][CH2:13][O:14][CH2:15][CH2:16]2)=[O:10])=[C:6]([C:17]([F:20])([F:19])[F:18])[CH:5]=1, predict the reactants needed to synthesize it. The reactants are: [CH3:1][O:2][C:3]1[C:4]([N+:21]([O-])=O)=[CH:5][C:6]([C:17]([F:20])([F:19])[F:18])=[C:7]([C:9]([N:11]2[CH2:16][CH2:15][O:14][CH2:13][CH2:12]2)=[O:10])[CH:8]=1.O.O.Cl[Sn]Cl.[OH-].[Na+].C(Cl)Cl. (4) Given the product [C:1]1([C:7]2[N:8]=[C:9]([N:12]([CH2:21][C:22]3[CH:23]=[CH:24][C:25]([CH2:28][O:29][C:31]4[CH:36]=[CH:35][C:34]([CH2:37][CH2:38][C:39]([O:41][CH3:42])=[O:40])=[CH:33][CH:32]=4)=[CH:26][CH:27]=3)[CH2:13][CH2:14][C:15]3[CH:20]=[CH:19][CH:18]=[CH:17][N:16]=3)[S:10][CH:11]=2)[CH:2]=[CH:3][CH:4]=[CH:5][CH:6]=1, predict the reactants needed to synthesize it. The reactants are: [C:1]1([C:7]2[N:8]=[C:9]([N:12]([CH2:21][C:22]3[CH:27]=[CH:26][C:25]([CH2:28][OH:29])=[CH:24][CH:23]=3)[CH2:13][CH2:14][C:15]3[CH:20]=[CH:19][CH:18]=[CH:17][N:16]=3)[S:10][CH:11]=2)[CH:6]=[CH:5][CH:4]=[CH:3][CH:2]=1.O[C:31]1[CH:36]=[CH:35][C:34]([CH2:37][CH2:38][C:39]([O:41][CH3:42])=[O:40])=[CH:33][CH:32]=1. (5) Given the product [F:26][C:2]([F:1])([F:25])[C:3]1[CH:20]=[C:19]([C:21]([F:22])([F:23])[F:24])[CH:18]=[CH:17][C:4]=1[CH2:5][N:6]1[C:14]2[C:9](=[CH:10][C:11]([CH:15]=[C:37]3[S:36][C:35]([N:31]4[CH2:32][CH2:33][O:34][C@@H:29]([CH2:28][OH:27])[CH2:30]4)=[N:39][C:38]3=[O:40])=[CH:12][CH:13]=2)[CH:8]=[N:7]1, predict the reactants needed to synthesize it. The reactants are: [F:1][C:2]([F:26])([F:25])[C:3]1[CH:20]=[C:19]([C:21]([F:24])([F:23])[F:22])[CH:18]=[CH:17][C:4]=1[CH2:5][N:6]1[C:14]2[C:9](=[CH:10][C:11]([CH:15]=O)=[CH:12][CH:13]=2)[CH:8]=[N:7]1.[OH:27][CH2:28][C@@H:29]1[O:34][CH2:33][CH2:32][N:31]([C:35]2[S:36][CH2:37][C:38](=[O:40])[N:39]=2)[CH2:30]1.